From a dataset of Peptide-MHC class II binding affinity with 134,281 pairs from IEDB. Regression. Given a peptide amino acid sequence and an MHC pseudo amino acid sequence, predict their binding affinity value. This is MHC class II binding data. (1) The peptide sequence is PKYVKQNTLKLAT. The MHC is HLA-DPA10103-DPB10301 with pseudo-sequence HLA-DPA10103-DPB10301. The binding affinity (normalized) is 0. (2) The peptide sequence is CEAVRRVAAMQAQKA. The MHC is DRB1_1302 with pseudo-sequence DRB1_1302. The binding affinity (normalized) is 0.615. (3) The peptide sequence is AAATAGTTVEGAFAA. The MHC is HLA-DPA10103-DPB10401 with pseudo-sequence HLA-DPA10103-DPB10401. The binding affinity (normalized) is 0.0279. (4) The peptide sequence is NSADTISSYFVGKMYFNL. The MHC is DRB1_0401 with pseudo-sequence DRB1_0401. The binding affinity (normalized) is 0.